Regression. Given two drug SMILES strings and cell line genomic features, predict the synergy score measuring deviation from expected non-interaction effect. From a dataset of NCI-60 drug combinations with 297,098 pairs across 59 cell lines. (1) Drug 1: CC1=C(C(=O)C2=C(C1=O)N3CC4C(C3(C2COC(=O)N)OC)N4)N. Drug 2: CC1C(C(CC(O1)OC2CC(CC3=C2C(=C4C(=C3O)C(=O)C5=C(C4=O)C(=CC=C5)OC)O)(C(=O)CO)O)N)O.Cl. Cell line: MDA-MB-231. Synergy scores: CSS=37.6, Synergy_ZIP=-1.48, Synergy_Bliss=-1.47, Synergy_Loewe=-1.43, Synergy_HSA=1.17. (2) Drug 1: CNC(=O)C1=CC=CC=C1SC2=CC3=C(C=C2)C(=NN3)C=CC4=CC=CC=N4. Drug 2: C1C(C(OC1N2C=NC3=C(N=C(N=C32)Cl)N)CO)O. Cell line: SF-268. Synergy scores: CSS=2.55, Synergy_ZIP=0.977, Synergy_Bliss=3.31, Synergy_Loewe=-1.35, Synergy_HSA=-0.631. (3) Drug 1: CN(C)C1=NC(=NC(=N1)N(C)C)N(C)C. Drug 2: CC1=C(C=C(C=C1)NC(=O)C2=CC=C(C=C2)CN3CCN(CC3)C)NC4=NC=CC(=N4)C5=CN=CC=C5. Cell line: HOP-92. Synergy scores: CSS=-1.57, Synergy_ZIP=-0.498, Synergy_Bliss=-5.71, Synergy_Loewe=-6.84, Synergy_HSA=-6.42. (4) Drug 1: CC1C(C(CC(O1)OC2CC(CC3=C2C(=C4C(=C3O)C(=O)C5=C(C4=O)C(=CC=C5)OC)O)(C(=O)CO)O)N)O.Cl. Drug 2: C(CCl)NC(=O)N(CCCl)N=O. Cell line: U251. Synergy scores: CSS=46.9, Synergy_ZIP=-6.38, Synergy_Bliss=-2.67, Synergy_Loewe=-32.8, Synergy_HSA=-1.10. (5) Drug 1: C1CC(C1)(C(=O)O)C(=O)O.[NH2-].[NH2-].[Pt+2]. Drug 2: CC(C)(C#N)C1=CC(=CC(=C1)CN2C=NC=N2)C(C)(C)C#N. Cell line: MCF7. Synergy scores: CSS=3.13, Synergy_ZIP=1.55, Synergy_Bliss=8.12, Synergy_Loewe=3.31, Synergy_HSA=1.95. (6) Drug 1: C1=NC(=NC(=O)N1C2C(C(C(O2)CO)O)O)N. Drug 2: C(CCl)NC(=O)N(CCCl)N=O. Cell line: HOP-92. Synergy scores: CSS=12.0, Synergy_ZIP=-5.83, Synergy_Bliss=-4.71, Synergy_Loewe=-4.50, Synergy_HSA=-3.62.